Dataset: Peptide-MHC class II binding affinity with 134,281 pairs from IEDB. Task: Regression. Given a peptide amino acid sequence and an MHC pseudo amino acid sequence, predict their binding affinity value. This is MHC class II binding data. (1) The peptide sequence is ACPGTSVIIDGNCDGKK. The MHC is DRB4_0103 with pseudo-sequence DRB4_0103. The binding affinity (normalized) is 0.304. (2) The peptide sequence is ILQLLKDFLELLRYL. The MHC is DRB1_0701 with pseudo-sequence DRB1_0701. The binding affinity (normalized) is 0.107. (3) The MHC is DRB1_0301 with pseudo-sequence DRB1_0301. The binding affinity (normalized) is 0. The peptide sequence is PVTGCGERTEGRCLHYTV.